From a dataset of Forward reaction prediction with 1.9M reactions from USPTO patents (1976-2016). Predict the product of the given reaction. (1) Given the reactants C([O:4][C@H:5]([CH3:23])[CH2:6][CH2:7][CH2:8][CH2:9][N:10]1[C:18]2[N:17]=[CH:16][N:15]([CH3:19])[C:14]=2[C:13](=[O:20])[N:12]([CH3:21])[C:11]1=[O:22])(=O)C.Cl.C(OCC)C, predict the reaction product. The product is: [OH:4][C@H:5]([CH3:23])[CH2:6][CH2:7][CH2:8][CH2:9][N:10]1[C:18]2[N:17]=[CH:16][N:15]([CH3:19])[C:14]=2[C:13](=[O:20])[N:12]([CH3:21])[C:11]1=[O:22]. (2) Given the reactants Cl.Cl.[NH2:3][CH:4]([C:16]1[CH:21]=[CH:20][CH:19]=[CH:18][CH:17]=1)[C:5]([O:7][C@@H:8]1[CH:13]2[CH2:14][CH2:15][N:10]([CH2:11][CH2:12]2)[CH2:9]1)=[O:6].C(N(CC)CC)C.[F:29][C:30]([F:37])([F:36])[CH2:31][S:32](Cl)(=[O:34])=[O:33], predict the reaction product. The product is: [C:16]1([CH:4]([NH:3][S:32]([CH2:31][C:30]([F:37])([F:36])[F:29])(=[O:34])=[O:33])[C:5]([O:7][C@@H:8]2[CH:13]3[CH2:12][CH2:11][N:10]([CH2:15][CH2:14]3)[CH2:9]2)=[O:6])[CH:21]=[CH:20][CH:19]=[CH:18][CH:17]=1. (3) Given the reactants [OH:1][CH2:2][C@H:3]1[CH2:14][CH2:13][C:12]2[S:11][C:10]3[C:5](=[C:6]([NH:15][CH:16]4[CH2:21][CH2:20][CH:19]([NH:22][C:23](=[O:29])[O:24][C:25]([CH3:28])([CH3:27])[CH3:26])[CH2:18][CH2:17]4)[N:7]=[CH:8][N:9]=3)[C:4]1=2.C(N(CC)CC)C.[CH3:37][S:38](Cl)(=[O:40])=[O:39], predict the reaction product. The product is: [CH3:37][S:38]([O:1][CH2:2][C@H:3]1[CH2:14][CH2:13][C:12]2[S:11][C:10]3[C:5](=[C:6]([NH:15][CH:16]4[CH2:17][CH2:18][CH:19]([NH:22][C:23](=[O:29])[O:24][C:25]([CH3:26])([CH3:28])[CH3:27])[CH2:20][CH2:21]4)[N:7]=[CH:8][N:9]=3)[C:4]1=2)(=[O:40])=[O:39]. (4) Given the reactants [C:1]([O:5][C:6](=[O:20])[C:7]([S:10][C:11]1[S:12][CH:13]=[C:14]([CH2:16][C:17]([OH:19])=O)[N:15]=1)([CH3:9])[CH3:8])([CH3:4])([CH3:3])[CH3:2].[NH2:21][C:22]1[CH:27]=[CH:26][C:25]([Br:28])=[CH:24][N:23]=1.CN(C)CCCN=C=NCC, predict the reaction product. The product is: [C:1]([O:5][C:6](=[O:20])[C:7]([S:10][C:11]1[S:12][CH:13]=[C:14]([CH2:16][C:17]([NH:21][C:22]2[CH:27]=[CH:26][C:25]([Br:28])=[CH:24][N:23]=2)=[O:19])[N:15]=1)([CH3:8])[CH3:9])([CH3:2])([CH3:3])[CH3:4]. (5) Given the reactants C[O:2][C:3]1[N:8]=[C:7]([O:9]C)[C:6]([CH:11]=[CH:12][C:13]([O:15]C)=[O:14])=[C:5]([CH3:17])[N:4]=1.C(OCC)(=O)C, predict the reaction product. The product is: [CH3:17][C:5]1[NH:4][C:3](=[O:2])[NH:8][C:7](=[O:9])[C:6]=1[CH:11]=[CH:12][C:13]([OH:15])=[O:14].